Predict the reactants needed to synthesize the given product. From a dataset of Full USPTO retrosynthesis dataset with 1.9M reactions from patents (1976-2016). (1) Given the product [Cl:1][C:2]1[C:3]([O:12][C:13]2[CH:18]=[C:17]([O:19][CH2:20][C:21]([N:23]([CH2:24][CH3:25])[CH2:26][CH3:27])=[O:22])[CH:16]=[CH:15][C:14]=2[CH2:28][CH2:29][C:30]([NH:41][S:38]([CH2:33][CH2:34][CH2:35][CH2:36][CH3:37])(=[O:40])=[O:39])=[O:31])=[N:4][CH:5]=[C:6]([C:8]([F:11])([F:10])[F:9])[CH:7]=1, predict the reactants needed to synthesize it. The reactants are: [Cl:1][C:2]1[C:3]([O:12][C:13]2[CH:18]=[C:17]([O:19][CH2:20][C:21]([N:23]([CH2:26][CH3:27])[CH2:24][CH3:25])=[O:22])[CH:16]=[CH:15][C:14]=2[CH2:28][CH2:29][C:30](O)=[O:31])=[N:4][CH:5]=[C:6]([C:8]([F:11])([F:10])[F:9])[CH:7]=1.[CH2:33]([S:38]([NH2:41])(=[O:40])=[O:39])[CH2:34][CH2:35][CH2:36][CH3:37].N12CCCN=C1CCCCC2.Cl. (2) Given the product [Br:14][C:15]1[CH:20]=[C:19]2[C:18](=[CH:17][C:16]=1[O:33][CH3:34])[NH:21][CH:22]=[CH:23][C:28]2=[O:29], predict the reactants needed to synthesize it. The reactants are: C1(OC2C=CC=CC=2)C=CC=CC=1.[Br:14][C:15]1[CH:20]=[CH:19][C:18]([NH:21][CH:22]=[C:23]2[C:28](=[O:29])OC(C)(C)OC2=O)=[CH:17][C:16]=1[O:33][CH3:34]. (3) The reactants are: Cl.Cl.[NH:3]1[C:12]2[C:7](=[CH:8][CH:9]=[CH:10][CH:11]=2)[CH:6]([NH:13][O:14][CH2:15][C:16]([O:18][CH2:19][CH:20]=[CH2:21])=[O:17])[CH2:5][NH:4]1.C(N(CC)CC)C.[O:29]=[C:30](Cl)OC(Cl)(Cl)Cl.CN(C1C=CC=CN=1)C. Given the product [O:29]=[C:30]1[N:13]([O:14][CH2:15][C:16]([O:18][CH2:19][CH:20]=[CH2:21])=[O:17])[CH:6]2[CH2:5][N:4]1[NH:3][C:12]1[CH:11]=[CH:10][CH:9]=[CH:8][C:7]=12, predict the reactants needed to synthesize it. (4) Given the product [NH2:1][C:2]1[CH:10]=[CH:9][C:5]([C:6]([NH:22][CH2:21][C:19]2[S:20][C:16]([CH:15]=[CH:14][CH:11]3[CH2:13][CH2:12]3)=[CH:17][CH:18]=2)=[O:8])=[CH:4][N:3]=1, predict the reactants needed to synthesize it. The reactants are: [NH2:1][C:2]1[CH:10]=[CH:9][C:5]([C:6]([OH:8])=O)=[CH:4][N:3]=1.[CH:11]1([CH:14]=[CH:15][C:16]2[S:20][C:19]([CH2:21][NH2:22])=[CH:18][CH:17]=2)[CH2:13][CH2:12]1.F[P-](F)(F)(F)(F)F.N1([P+](N(C)C)(N(C)C)N(C)C)C2C=CC=CC=2N=N1.C(N(CC)CC)C. (5) The reactants are: C(=O)([O-])[O-].[Cs+].[Cs+].Br[C:8]1[CH:13]=[CH:12][C:11]([CH:14]=[CH2:15])=[CH:10][CH:9]=1.[N:16]1([C:22]([O:24][C:25]([CH3:28])([CH3:27])[CH3:26])=[O:23])[CH2:21][CH2:20][NH:19][CH2:18][CH2:17]1.C1(P(C2CCCCC2)C2C=CC=CC=2C2C(C(C)C)=CC(C(C)C)=CC=2C(C)C)CCCCC1. Given the product [CH:14]([C:11]1[CH:12]=[CH:13][C:8]([N:19]2[CH2:18][CH2:17][N:16]([C:22]([O:24][C:25]([CH3:28])([CH3:27])[CH3:26])=[O:23])[CH2:21][CH2:20]2)=[CH:9][CH:10]=1)=[CH2:15], predict the reactants needed to synthesize it.